From a dataset of Forward reaction prediction with 1.9M reactions from USPTO patents (1976-2016). Predict the product of the given reaction. (1) Given the reactants [CH3:1][O:2][C:3]1[CH:8]=[CH:7][C:6]([CH:9]2[NH:18][C:17](=[O:19])[C:16]3[C:11]4=[C:12]([C:20](=[O:23])[CH2:21][CH2:22][N:10]24)[CH:13]=[CH:14][CH:15]=3)=[CH:5][CH:4]=1.[BH4-].[Na+], predict the reaction product. The product is: [OH:23][CH:20]1[C:12]2=[C:11]3[C:16](=[CH:15][CH:14]=[CH:13]2)[C:17](=[O:19])[NH:18][CH:9]([C:6]2[CH:7]=[CH:8][C:3]([O:2][CH3:1])=[CH:4][CH:5]=2)[N:10]3[CH2:22][CH2:21]1. (2) The product is: [NH2:2][CH2:1][C:3]([C:10]1[CH2:15][CH2:14][CH2:13][CH2:12][CH:11]=1)([CH3:9])[C:4]([O:6][CH2:7][CH3:8])=[O:5]. Given the reactants [C:1]([C:3]([C:10]1[CH2:15][CH2:14][CH2:13][CH2:12][CH:11]=1)([CH3:9])[C:4]([O:6][CH2:7][CH3:8])=[O:5])#[N:2].[BH4-].[Na+], predict the reaction product.